From a dataset of Full USPTO retrosynthesis dataset with 1.9M reactions from patents (1976-2016). Predict the reactants needed to synthesize the given product. Given the product [CH2:1]([O:8][C:9]1[CH:18]=[C:17]([O:19][CH2:20][O:21][CH3:22])[CH:16]=[C:15]2[C:10]=1[C:11](=[O:30])[CH:12]=[C:13]([C:23]1[CH:28]=[CH:27][C:26]([O:29][CH2:36][CH2:35][CH2:34][C:33]#[CH:32])=[CH:25][CH:24]=1)[O:14]2)[C:2]1[CH:7]=[CH:6][CH:5]=[CH:4][CH:3]=1, predict the reactants needed to synthesize it. The reactants are: [CH2:1]([O:8][C:9]1[CH:18]=[C:17]([O:19][CH2:20][O:21][CH3:22])[CH:16]=[C:15]2[C:10]=1[C:11](=[O:30])[CH:12]=[C:13]([C:23]1[CH:28]=[CH:27][C:26]([OH:29])=[CH:25][CH:24]=1)[O:14]2)[C:2]1[CH:7]=[CH:6][CH:5]=[CH:4][CH:3]=1.Cl[CH2:32][CH2:33][CH2:34][C:35]#[CH:36].